Dataset: Full USPTO retrosynthesis dataset with 1.9M reactions from patents (1976-2016). Task: Predict the reactants needed to synthesize the given product. (1) Given the product [OH:14][C@@H:12]([CH3:13])[CH2:11][NH:10][CH2:2][C:3]([O:5][C:6]([CH3:9])([CH3:8])[CH3:7])=[O:4], predict the reactants needed to synthesize it. The reactants are: Br[CH2:2][C:3]([O:5][C:6]([CH3:9])([CH3:8])[CH3:7])=[O:4].[NH2:10][CH2:11][C@@H:12]([OH:14])[CH3:13].C(N(C(C)C)CC)(C)C.C(Cl)Cl.CO. (2) The reactants are: [C:1](Cl)(Cl)=[O:2].[F:5][C:6]([F:44])([F:43])[C:7]1[CH:8]=[C:9]([CH:17]([NH:20][CH2:21][C:22]2[CH:27]=[C:26]([C:28]([F:31])([F:30])[F:29])[CH:25]=[CH:24][C:23]=2[C:32]2[CH:37]=[C:36]([CH:38]([CH3:40])[CH3:39])[CH:35]=[CH:34][C:33]=2[O:41][CH3:42])[CH2:18][OH:19])[CH:10]=[C:11]([C:13]([F:16])([F:15])[F:14])[CH:12]=1.CCN(C(C)C)C(C)C.O. Given the product [F:5][C:6]([F:43])([F:44])[C:7]1[CH:8]=[C:9]([CH:17]2[CH2:18][O:19][C:1](=[O:2])[N:20]2[CH2:21][C:22]2[CH:27]=[C:26]([C:28]([F:29])([F:30])[F:31])[CH:25]=[CH:24][C:23]=2[C:32]2[CH:37]=[C:36]([CH:38]([CH3:39])[CH3:40])[CH:35]=[CH:34][C:33]=2[O:41][CH3:42])[CH:10]=[C:11]([C:13]([F:14])([F:15])[F:16])[CH:12]=1, predict the reactants needed to synthesize it. (3) The reactants are: [N+:1]([C:4]1[CH:9]=[CH:8][C:7]([CH2:10][C:11]([NH2:13])=[O:12])=[CH:6][CH:5]=1)([O-])=O.[H][H]. Given the product [NH2:1][C:4]1[CH:5]=[CH:6][C:7]([CH2:10][C:11]([NH2:13])=[O:12])=[CH:8][CH:9]=1, predict the reactants needed to synthesize it. (4) Given the product [CH2:1]([O:3][C:4](=[O:27])[C:5]([N:7]([CH2:8][C:9]1[CH:10]=[CH:11][C:12]([NH2:15])=[CH:13][CH:14]=1)[CH2:18][C:19]1[CH:20]=[C:21]([Cl:26])[CH:22]=[C:23]([Cl:25])[CH:24]=1)=[O:6])[CH3:2], predict the reactants needed to synthesize it. The reactants are: [CH2:1]([O:3][C:4](=[O:27])[C:5]([N:7]([CH2:18][C:19]1[CH:24]=[C:23]([Cl:25])[CH:22]=[C:21]([Cl:26])[CH:20]=1)[CH2:8][C:9]1[CH:14]=[CH:13][C:12]([N+:15]([O-])=O)=[CH:11][CH:10]=1)=[O:6])[CH3:2]. (5) The reactants are: Cl[C:2]1[CH:3]=[C:4]2[N:11]([CH3:12])[C:10]([CH3:14])([CH3:13])[CH2:9][N:5]2[C:6](=[O:8])[N:7]=1.[F:15][C:16]1[CH:17]=[C:18]([CH2:23][OH:24])[CH:19]=[C:20]([F:22])[CH:21]=1. Given the product [F:15][C:16]1[CH:17]=[C:18]([CH:19]=[C:20]([F:22])[CH:21]=1)[CH2:23][O:24][C:2]1[CH:3]=[C:4]2[N:11]([CH3:12])[C:10]([CH3:14])([CH3:13])[CH2:9][N:5]2[C:6](=[O:8])[N:7]=1, predict the reactants needed to synthesize it. (6) Given the product [CH3:22][C:21]1[C:16]([N:13]2[CH2:14][CH2:15][N:10]([C:8]([C:5]3[CH:4]=[CH:3][C:2]([N:34]4[CH2:35][CH:36]([CH3:37])[NH:32][C:33]4=[O:38])=[N:7][CH:6]=3)=[O:9])[CH2:11][CH2:12]2)=[N:17][CH:18]=[C:19]([CH3:23])[CH:20]=1, predict the reactants needed to synthesize it. The reactants are: Br[C:2]1[N:7]=[CH:6][C:5]([C:8]([N:10]2[CH2:15][CH2:14][N:13]([C:16]3[C:21]([CH3:22])=[CH:20][C:19]([CH3:23])=[CH:18][N:17]=3)[CH2:12][CH2:11]2)=[O:9])=[CH:4][CH:3]=1.C([N:32]1[CH:36]([CH3:37])[CH2:35][NH:34][C:33]1=[O:38])(=O)C1C=CC=CC=1.C(=O)([O-])[O-].[Cs+].[Cs+].CNCCNC. (7) Given the product [C:1]([C:5]1[CH:6]=[C:7]([NH:36][S:37]([CH3:40])(=[O:38])=[O:39])[C:8]([O:34][CH3:35])=[C:9]([NH:11][C:12]([C:14]2[N:15]([CH3:33])[C:16]3[C:21]([CH:22]=2)=[CH:20][CH:19]=[CH:18][C:17]=3[CH2:23][N:24]2[CH2:25][CH2:26][CH:27]([C:30]([N:45]3[CH2:46][CH2:47][C@@H:43]([N:42]([CH3:48])[CH3:41])[CH2:44]3)=[O:31])[CH2:28][CH2:29]2)=[O:13])[CH:10]=1)([CH3:4])([CH3:3])[CH3:2], predict the reactants needed to synthesize it. The reactants are: [C:1]([C:5]1[CH:6]=[C:7]([NH:36][S:37]([CH3:40])(=[O:39])=[O:38])[C:8]([O:34][CH3:35])=[C:9]([NH:11][C:12]([C:14]2[N:15]([CH3:33])[C:16]3[C:21]([CH:22]=2)=[CH:20][CH:19]=[CH:18][C:17]=3[CH2:23][N:24]2[CH2:29][CH2:28][CH:27]([C:30](O)=[O:31])[CH2:26][CH2:25]2)=[O:13])[CH:10]=1)([CH3:4])([CH3:3])[CH3:2].[CH3:41][N:42]([CH3:48])[C@@H:43]1[CH2:47][CH2:46][NH:45][CH2:44]1. (8) Given the product [Cl:1][C:2]1[CH:3]=[C:4]([CH:33]=[C:34]([C:36]([F:39])([F:37])[F:38])[CH:35]=1)[C:5]([N:7]([CH2:9][C@H:10]([C:26]1[CH:27]=[CH:28][C:29]([F:32])=[CH:30][CH:31]=1)[CH2:11][CH2:12][N:48]1[CH2:49][CH:50]([N:52]2[CH2:57][CH2:56][N:55]([C:58](=[O:62])[CH:59]([CH3:60])[CH3:61])[CH2:54][CH2:53]2)[CH2:51]1)[CH3:8])=[O:6], predict the reactants needed to synthesize it. The reactants are: [Cl:1][C:2]1[CH:3]=[C:4]([CH:33]=[C:34]([C:36]([F:39])([F:38])[F:37])[CH:35]=1)[C:5]([N:7]([CH2:9][C@H:10]([C:26]1[CH:31]=[CH:30][C:29]([F:32])=[CH:28][CH:27]=1)[CH2:11][CH2:12]N1CC(N2CCN(C(=O)C)CC2)C1)[CH3:8])=[O:6].C(N(CC)CC)C.Cl.[NH:48]1[CH2:51][CH:50]([N:52]2[CH2:57][CH2:56][N:55]([C:58](=[O:62])[CH:59]([CH3:61])[CH3:60])[CH2:54][CH2:53]2)[CH2:49]1.C(O[BH-](OC(=O)C)OC(=O)C)(=O)C.[Na+].